This data is from Forward reaction prediction with 1.9M reactions from USPTO patents (1976-2016). The task is: Predict the product of the given reaction. (1) Given the reactants Br[C:2]1[CH:7]=[N:6][C:5]2=[C:8]([NH:11][CH2:12][CH:13]3[CH2:15][CH2:14]3)[S:9][N:10]=[C:4]2[CH:3]=1.[CH3:16][O:17][C:18]1[CH:19]=[C:20](B(O)O)[CH:21]=[CH:22][C:23]=1[O:24][CH3:25].C([O-])([O-])=O.[K+].[K+], predict the reaction product. The product is: [CH:13]1([CH2:12][NH:11][C:8]2[S:9][N:10]=[C:4]3[CH:3]=[C:2]([C:21]4[CH:20]=[CH:19][C:18]([O:17][CH3:16])=[C:23]([O:24][CH3:25])[CH:22]=4)[CH:7]=[N:6][C:5]=23)[CH2:15][CH2:14]1. (2) Given the reactants C([N:5](CCC)[S:6]([CH:9]1[CH2:11][CH2:10]1)(=[O:8])=[O:7])(C)(C)C.[CH3:15][C:16]1(S(N)(=O)=O)C[CH2:17]1, predict the reaction product. The product is: [CH2:15]([C:9]1([S:6]([NH2:5])(=[O:7])=[O:8])[CH2:10][CH2:11]1)[CH2:16][CH3:17]. (3) Given the reactants [ClH:1].[NH2:2][CH2:3][C:4]1([C:7]2[CH:12]=[CH:11][C:10]([C:13]3[C:14]4[C:15]5[CH:29]=[CH:28][S:27][C:16]=5[C:17](=[O:26])[NH:18][C:19]=4[C:20]([Br:25])=[CH:21][C:22]=3[O:23]C)=[CH:9][CH:8]=2)[CH2:6][CH2:5]1.BrB(Br)Br, predict the reaction product. The product is: [ClH:1].[NH2:2][CH2:3][C:4]1([C:7]2[CH:8]=[CH:9][C:10]([C:13]3[C:14]4[C:15]5[CH:29]=[CH:28][S:27][C:16]=5[C:17](=[O:26])[NH:18][C:19]=4[C:20]([Br:25])=[CH:21][C:22]=3[OH:23])=[CH:11][CH:12]=2)[CH2:5][CH2:6]1.